From a dataset of Peptide-MHC class II binding affinity with 134,281 pairs from IEDB. Regression. Given a peptide amino acid sequence and an MHC pseudo amino acid sequence, predict their binding affinity value. This is MHC class II binding data. (1) The peptide sequence is AIKFDFSTGLIIQGL. The MHC is HLA-DQA10501-DQB10301 with pseudo-sequence HLA-DQA10501-DQB10301. The binding affinity (normalized) is 0.798. (2) The peptide sequence is QNSNEVQEVFAKAFAYYIEP. The MHC is DRB1_1501 with pseudo-sequence DRB1_1501. The binding affinity (normalized) is 1.00. (3) The peptide sequence is ATPEAKYDAYVATLS. The MHC is HLA-DQA10501-DQB10301 with pseudo-sequence HLA-DQA10501-DQB10301. The binding affinity (normalized) is 0.394. (4) The MHC is DRB1_1001 with pseudo-sequence DRB1_1001. The peptide sequence is YDKFLVNVSTVLTGK. The binding affinity (normalized) is 0.993. (5) The peptide sequence is QELGLSPQQICSNFK. The MHC is DRB1_0101 with pseudo-sequence DRB1_0101. The binding affinity (normalized) is 0.469. (6) The peptide sequence is NILYKVCLSGEGWPY. The MHC is DRB1_0101 with pseudo-sequence DRB1_0101. The binding affinity (normalized) is 0.226. (7) The peptide sequence is TQDLELSWNLNGLQAY. The MHC is DRB1_1302 with pseudo-sequence DRB1_1302. The binding affinity (normalized) is 0.612.